From a dataset of Reaction yield outcomes from USPTO patents with 853,638 reactions. Predict the reaction yield, written as a fraction of the theoretical maximum amount of product (1.0 means a 100% yield; for example, 0.34 means a 34% yield). The reactants are [Si]([O:8][CH2:9][C:10]1[CH:11]=[C:12]([C:25]2[CH:26]=[CH:27][C:28]3[C:33]([CH:34]=2)=[CH:32][CH:31]=[CH:30][CH:29]=3)[CH:13]=[C:14]([CH2:16][O:17][Si](C(C)(C)C)(C)C)[CH:15]=1)(C(C)(C)C)(C)C.[C:35](Cl)([C:52]1[CH:57]=[CH:56][CH:55]=[CH:54][CH:53]=1)([C:44]1[CH:51]=[CH:50][C:47]([O:48][CH3:49])=[CH:46][CH:45]=1)[C:36]1[CH:43]=[CH:42][C:39]([O:40][CH3:41])=[CH:38][CH:37]=1. The catalyst is C(Cl)(Cl)Cl. The product is [OH:17][CH2:16][C:14]1[CH:13]=[C:12]([C:25]2[C:26]3[C:31](=[CH:32][CH:33]=[CH:28][CH:27]=3)[CH:30]=[CH:29][CH:34]=2)[CH:11]=[C:10]([CH2:9][O:8][C:35]([C:52]2[CH:57]=[CH:56][CH:55]=[CH:54][CH:53]=2)([C:44]2[CH:51]=[CH:50][C:47]([O:48][CH3:49])=[CH:46][CH:45]=2)[C:36]2[CH:43]=[CH:42][C:39]([O:40][CH3:41])=[CH:38][CH:37]=2)[CH:15]=1. The yield is 0.370.